Predict which catalyst facilitates the given reaction. From a dataset of Catalyst prediction with 721,799 reactions and 888 catalyst types from USPTO. (1) Reactant: [CH:1]1([C:5]2[N:9]3[CH:10]=[CH:11][N:12]=C(N)[C:8]3=[C:7](I)[N:6]=2)[CH2:4][CH2:3][CH2:2]1.[CH3:16][OH:17].C(N(CC)C(C)C)(C)C.[C:27](#[N:29])[CH3:28].[OH2:30]. Product: [NH2:29][C:27]1[C:28]2[N:9]([C:5]([CH:1]3[CH2:4][CH2:3][CH2:2]3)=[N:6][C:7]=2[C:8]([O:17][CH3:16])=[O:30])[CH:10]=[CH:11][N:12]=1. The catalyst class is: 73. (2) Reactant: [F:1][C:2]([F:23])([CH:21]=[CH2:22])[CH:3]([C:5]1[S:9][C:8]([C:10]2[CH:15]=[CH:14][C:13]([C:16]([F:19])([F:18])[F:17])=[CH:12][CH:11]=2)=[N:7][C:6]=1[CH3:20])[OH:4].[C:24](OC(=O)C)(=O)C. Product: [CH:21]1([C:2]([F:1])([F:23])[CH:3]([C:5]2[S:9][C:8]([C:10]3[CH:11]=[CH:12][C:13]([C:16]([F:17])([F:18])[F:19])=[CH:14][CH:15]=3)=[N:7][C:6]=2[CH3:20])[OH:4])[CH2:24][CH2:22]1. The catalyst class is: 17. (3) Reactant: [N+](C1C=CC(S(O[CH2:14][C@@H:15]2[CH2:19][C@@H:18]([CH2:20][CH2:21][CH2:22][Cl:23])[C:17](=[O:24])[NH:16]2)(=O)=O)=CC=1)([O-])=O.[N-:25]=[N+:26]=[N-:27].[Na+].[N-]=[N+]=[N-]. Product: [N:25]([CH2:14][C@H:15]1[NH:16][C:17](=[O:24])[C@H:18]([CH2:20][CH2:21][CH2:22][Cl:23])[CH2:19]1)=[N+:26]=[N-:27]. The catalyst class is: 3. (4) Reactant: [CH3:1][C:2]1[C:10]2[C:9](=[O:11])[NH:8][CH:7]=[N:6][C:5]=2[S:4][C:3]=1[C:12]([O:14][CH3:15])=[O:13].C([O-])([O-])=O.[K+].[K+].[F:22][C:23]([F:40])([F:39])[C:24]1[CH:25]=[C:26]([NH:34][C:35](=[O:38])[CH2:36]Cl)[CH:27]=[C:28]([C:30]([F:33])([F:32])[F:31])[CH:29]=1. Product: [F:22][C:23]([F:39])([F:40])[C:24]1[CH:25]=[C:26]([NH:34][C:35](=[O:38])[CH2:36][N:8]2[C:9](=[O:11])[C:10]3[C:2]([CH3:1])=[C:3]([C:12]([O:14][CH3:15])=[O:13])[S:4][C:5]=3[N:6]=[CH:7]2)[CH:27]=[C:28]([C:30]([F:33])([F:31])[F:32])[CH:29]=1. The catalyst class is: 23. (5) Reactant: CS(C)=O.C(Cl)(=O)C(Cl)=O.[CH3:11][C@@:12]1([OH:28])[C:16]2([CH2:21][C:20]([CH3:23])([CH3:22])[CH2:19][C:18]([CH3:25])([CH3:24])[CH2:17]2)[C@H:15]([CH3:26])[CH2:14][C@@H:13]1[OH:27].CCN(CC)CC. Product: [OH:28][C@:12]1([CH3:11])[C:16]2([CH2:21][C:20]([CH3:22])([CH3:23])[CH2:19][C:18]([CH3:25])([CH3:24])[CH2:17]2)[C@H:15]([CH3:26])[CH2:14][C:13]1=[O:27]. The catalyst class is: 2. (6) Reactant: C(O[C:4]([C:6]1([CH2:22][CH2:23]OC)[CH2:11][CH2:10][N:9]([S:12]([C:15]2[CH:20]=[CH:19][CH:18]=[CH:17][C:16]=2[Cl:21])(=[O:14])=[O:13])[CH2:8][CH2:7]1)=[O:5])C.[Cl-].C[Al+]C.[F:30][C:31]1[CH:36]=[CH:35][C:34]([CH2:37][CH2:38][NH2:39])=[CH:33][CH:32]=1. Product: [Cl:21][C:16]1[CH:17]=[CH:18][CH:19]=[CH:20][C:15]=1[S:12]([N:9]1[CH2:8][CH2:7][C:6]2([C:4](=[O:5])[N:39]([CH2:38][CH2:37][C:34]3[CH:35]=[CH:36][C:31]([F:30])=[CH:32][CH:33]=3)[CH2:23][CH2:22]2)[CH2:11][CH2:10]1)(=[O:13])=[O:14]. The catalyst class is: 11. (7) Reactant: C([O:5][C:6](=[O:40])[C:7]([CH3:39])([O:9][C:10]1[CH:15]=[CH:14][C:13]([CH2:16][CH2:17][CH2:18][C:19](=[O:38])[NH:20][C:21]2[C:22]([CH3:37])=[N:23][C:24]([C:27]3[CH:32]=[CH:31][C:30]([C:33]([F:36])([F:35])[F:34])=[CH:29][CH:28]=3)=[CH:25][CH:26]=2)=[CH:12][CH:11]=1)[CH3:8])(C)(C)C.C1(OC)C=CC=CC=1.FC(F)(F)C(O)=O. Product: [CH3:39][C:7]([O:9][C:10]1[CH:11]=[CH:12][C:13]([CH2:16][CH2:17][CH2:18][C:19](=[O:38])[NH:20][C:21]2[C:22]([CH3:37])=[N:23][C:24]([C:27]3[CH:28]=[CH:29][C:30]([C:33]([F:36])([F:34])[F:35])=[CH:31][CH:32]=3)=[CH:25][CH:26]=2)=[CH:14][CH:15]=1)([CH3:8])[C:6]([OH:40])=[O:5]. The catalyst class is: 2. (8) Product: [F:15][CH:2]([F:1])[O:3][C:4]1[CH:9]=[C:8]([F:10])[C:7]([N+:11]([O-:13])=[O:12])=[C:6]([N:20]2[CH:21]=[C:17]([CH3:16])[N:18]=[CH:19]2)[CH:5]=1. Reactant: [F:1][CH:2]([F:15])[O:3][C:4]1[CH:5]=[C:6](F)[C:7]([N+:11]([O-:13])=[O:12])=[C:8]([F:10])[CH:9]=1.[CH3:16][C:17]1[N:18]=[CH:19][NH:20][CH:21]=1.C(=O)([O-])[O-].[K+].[K+]. The catalyst class is: 384.